From a dataset of Peptide-MHC class II binding affinity with 134,281 pairs from IEDB. Regression. Given a peptide amino acid sequence and an MHC pseudo amino acid sequence, predict their binding affinity value. This is MHC class II binding data. (1) The peptide sequence is KEDFLRCLVKEIPPR. The MHC is HLA-DPA10301-DPB10402 with pseudo-sequence HLA-DPA10301-DPB10402. The binding affinity (normalized) is 0.331. (2) The peptide sequence is LCLFLLPSLATVAYF. The binding affinity (normalized) is 0.549. The MHC is DRB1_1501 with pseudo-sequence DRB1_1501.